This data is from Reaction yield outcomes from USPTO patents with 853,638 reactions. The task is: Predict the reaction yield, written as a fraction of the theoretical maximum amount of product (1.0 means a 100% yield; for example, 0.34 means a 34% yield). (1) The reactants are C(Cl)(=O)C(Cl)=O.[Cl:7][C:8]1[C:9]2[N:10]([C:17]([CH3:20])=[N:18][CH:19]=2)[C:11]([C:14]([OH:16])=O)=[CH:12][N:13]=1.CN1CCN(C)C1=O.[CH3:29][O:30][CH2:31][CH2:32][CH2:33][NH2:34].C(N(CC)CC)C. The catalyst is C1COCC1. The product is [Cl:7][C:8]1[C:9]2[N:10]([C:17]([CH3:20])=[N:18][CH:19]=2)[C:11]([C:14]([NH:34][CH2:33][CH2:32][CH2:31][O:30][CH3:29])=[O:16])=[CH:12][N:13]=1. The yield is 0.900. (2) The reactants are [CH2:1]([O:3][C:4]([CH:6]1[CH2:11][CH2:10][CH:9]([OH:12])[CH2:8][CH2:7]1)=[O:5])[CH3:2].N1C=CN=C1.CN(C=O)C.[Si:23](Cl)([C:26]([CH3:29])([CH3:28])[CH3:27])([CH3:25])[CH3:24]. The catalyst is CCOC(C)=O. The product is [CH2:1]([O:3][C:4]([CH:6]1[CH2:11][CH2:10][CH:9]([O:12][Si:23]([C:26]([CH3:29])([CH3:28])[CH3:27])([CH3:25])[CH3:24])[CH2:8][CH2:7]1)=[O:5])[CH3:2]. The yield is 0.940.